This data is from Forward reaction prediction with 1.9M reactions from USPTO patents (1976-2016). The task is: Predict the product of the given reaction. (1) Given the reactants [CH3:1][CH:2]1[CH2:6][CH2:5][CH2:4][N:3]1[C:7]1[N:12]=[C:11]([NH:13][C:14]2[C:15]3[N:16]([CH:27]=[CH:28][N:29]=3)[N:17]=[C:18]([C:20]3[CH:21]=[C:22]([OH:26])[CH:23]=[CH:24][CH:25]=3)[CH:19]=2)[CH:10]=[CH:9][CH:8]=1.C([O-])([O-])=O.[K+].[K+].CS(O[CH2:41][CH2:42][N:43]([CH2:46][CH3:47])[CH2:44][CH3:45])(=O)=O.O, predict the reaction product. The product is: [CH2:42]([N:43]([CH2:46][CH3:47])[CH2:44][CH2:45][O:26][C:22]1[CH:21]=[C:20]([C:18]2[CH:19]=[C:14]([NH:13][C:11]3[CH:10]=[CH:9][CH:8]=[C:7]([N:3]4[CH2:4][CH2:5][CH2:6][CH:2]4[CH3:1])[N:12]=3)[C:15]3[N:16]([CH:27]=[CH:28][N:29]=3)[N:17]=2)[CH:25]=[CH:24][CH:23]=1)[CH3:41]. (2) Given the reactants Cl[C:2]1[C:11]2[C:6](=[CH:7][C:8]([O:15][CH2:16][CH3:17])=[C:9]([O:12][CH2:13][CH3:14])[CH:10]=2)[N:5]=[CH:4][C:3]=1[C:18]#[N:19].[CH2:20]1COCC1.C[Mg]Br, predict the reaction product. The product is: [CH2:13]([O:12][C:9]1[CH:10]=[C:11]2[C:6](=[CH:7][C:8]=1[O:15][CH2:16][CH3:17])[N:5]=[CH:4][C:3]([C:18]#[N:19])=[C:2]2[CH3:20])[CH3:14]. (3) Given the reactants [CH3:1][O:2][C:3]1[CH:12]=[CH:11][C:6]2[N:7]=[C:8](N)[S:9][C:5]=2[CH:4]=1.[C:13]([Cu])#[N:14], predict the reaction product. The product is: [CH3:1][O:2][C:3]1[CH:12]=[CH:11][C:6]2[N:7]=[C:8]([C:13]#[N:14])[S:9][C:5]=2[CH:4]=1. (4) Given the reactants [CH3:1][C:2]1[C:3]([CH2:13]O)=[N:4][N:5]([C:7]2[CH:12]=[CH:11][CH:10]=[CH:9][CH:8]=2)[CH:6]=1.C1(P(C2C=CC=CC=2)C2C=CC=CC=2)C=CC=CC=1.C(Br)(Br)(Br)[Br:35], predict the reaction product. The product is: [Br:35][CH2:13][C:3]1[C:2]([CH3:1])=[CH:6][N:5]([C:7]2[CH:12]=[CH:11][CH:10]=[CH:9][CH:8]=2)[N:4]=1. (5) Given the reactants [C:1]1([CH2:7][CH2:8][CH2:9][NH2:10])[CH:6]=[CH:5][CH:4]=[CH:3][CH:2]=1.[F:11][C:12]([F:19])([F:18])[C:13](OCC)=[O:14], predict the reaction product. The product is: [F:11][C:12]([F:19])([F:18])[C:13]([NH:10][CH2:9][CH2:8][CH2:7][C:1]1[CH:6]=[CH:5][CH:4]=[CH:3][CH:2]=1)=[O:14]. (6) Given the reactants [NH2:1][CH2:2][CH2:3][C:4]1[CH:9]=[CH:8][C:7]([OH:10])=[CH:6][CH:5]=1.[CH:11](=O)[CH3:12].[BH3-]C#N.[Na+].C(NCC)C, predict the reaction product. The product is: [CH2:11]([NH:1][CH2:2][CH2:3][C:4]1[CH:9]=[CH:8][C:7]([OH:10])=[CH:6][CH:5]=1)[CH3:12]. (7) Given the reactants [CH3:1][O:2][CH2:3][CH2:4][O:5][CH2:6][CH2:7][O:8][C:9]1[CH:10]=[C:11]([CH:15]2[CH2:17][O:16]2)[CH:12]=[CH:13][CH:14]=1.[CH3:18][NH2:19], predict the reaction product. The product is: [CH3:1][O:2][CH2:3][CH2:4][O:5][CH2:6][CH2:7][O:8][C:9]1[CH:10]=[C:11]([CH:15]([OH:16])[CH2:17][NH:19][CH3:18])[CH:12]=[CH:13][CH:14]=1.